From a dataset of Forward reaction prediction with 1.9M reactions from USPTO patents (1976-2016). Predict the product of the given reaction. (1) The product is: [NH2:28][C:27]1[C:22]([O:21][C:15]2([CH:11]([N:10]([CH2:33][C:34]3[CH:39]=[CH:38][CH:37]=[CH:36][CH:35]=3)[CH2:3][C:4]3[CH:9]=[CH:8][CH:7]=[CH:6][CH:5]=3)[C:12]([OH:14])=[O:13])[CH2:16][CH2:17][O:18][CH2:19][CH2:20]2)=[C:23]([F:32])[C:24]([F:31])=[CH:25][CH:26]=1. Given the reactants [NH4+].[Cl-].[CH2:3]([N:10]([CH2:33][C:34]1[CH:39]=[CH:38][CH:37]=[CH:36][CH:35]=1)[CH:11]([C:15]1([O:21][C:22]2[C:27]([N+:28]([O-])=O)=[CH:26][CH:25]=[C:24]([F:31])[C:23]=2[F:32])[CH2:20][CH2:19][O:18][CH2:17][CH2:16]1)[C:12]([OH:14])=[O:13])[C:4]1[CH:9]=[CH:8][CH:7]=[CH:6][CH:5]=1, predict the reaction product. (2) Given the reactants Cl[C:2]1[CH:12]=[CH:11][C:5]([C:6]([NH:8][CH2:9][CH3:10])=[O:7])=[CH:4][C:3]=1[N+:13]([O-:15])=[O:14].C([O-])([O-])=O.[K+].[K+].[CH:22]1([NH2:30])[CH2:29][CH2:28][CH2:27][CH2:26][CH2:25][CH2:24][CH2:23]1, predict the reaction product. The product is: [CH:22]1([NH:30][C:2]2[CH:12]=[CH:11][C:5]([C:6]([NH:8][CH2:9][CH3:10])=[O:7])=[CH:4][C:3]=2[N+:13]([O-:15])=[O:14])[CH2:29][CH2:28][CH2:27][CH2:26][CH2:25][CH2:24][CH2:23]1.